The task is: Predict the reactants needed to synthesize the given product.. This data is from Full USPTO retrosynthesis dataset with 1.9M reactions from patents (1976-2016). (1) Given the product [CH:25]1([N:28]2[C:37]3[C:32](=[CH:33][CH:34]=[C:35]([N:15]4[CH2:16][CH2:17][C@@H:13]([C:10]5([NH:8][CH3:9])[CH2:11][CH2:12]5)[CH2:14]4)[C:36]=3[CH3:38])[C:31](=[O:40])[C:30]([C:41]([OH:43])=[O:42])=[CH:29]2)[CH2:26][CH2:27]1, predict the reactants needed to synthesize it. The reactants are: C(OC([N:8]([C:10]1([C@@H:13]2[CH2:17][CH2:16][NH:15][CH2:14]2)[CH2:12][CH2:11]1)[CH3:9])=O)(C)(C)C.C(N(CC)CC)C.[CH:25]1([N:28]2[C:37]3[C:32](=[CH:33][CH:34]=[C:35](F)[C:36]=3[CH3:38])[C:31](=[O:40])[C:30]([C:41]([OH:43])=[O:42])=[CH:29]2)[CH2:27][CH2:26]1. (2) Given the product [CH2:3]([O:5][C:6]([C:8]1[CH:9]=[N:10][N:11]([C:14]2[CH:15]=[CH:16][C:17]([O:20][CH2:21][CH3:22])=[CH:18][CH:19]=2)[C:12]=1[CH3:13])=[O:7])[CH3:4], predict the reactants needed to synthesize it. The reactants are: [H-].[Na+].[CH2:3]([O:5][C:6]([C:8]1[CH:9]=[N:10][N:11]([C:14]2[CH:19]=[CH:18][C:17]([OH:20])=[CH:16][CH:15]=2)[C:12]=1[CH3:13])=[O:7])[CH3:4].[CH2:21](I)[CH3:22].O. (3) The reactants are: Cl[C:2]1[C:3]2[N:10]=[CH:9][S:8][C:4]=2[N:5]=[CH:6][N:7]=1.[NH2:11][CH2:12][CH2:13][C:14]1[CH:19]=[CH:18][C:17]([OH:20])=[CH:16][CH:15]=1.C(=O)([O-])[O-].[K+].[K+].Cl. Given the product [N:10]1[C:3]2[C:2]([NH:11][CH2:12][CH2:13][C:14]3[CH:19]=[CH:18][C:17]([OH:20])=[CH:16][CH:15]=3)=[N:7][CH:6]=[N:5][C:4]=2[S:8][CH:9]=1, predict the reactants needed to synthesize it. (4) Given the product [CH:35]1[C:34]2[CH:6]([CH2:3][O:7][C:8]([NH:10][C@@H:11]([CH2:16][C:48]3[CH:53]=[CH:52][C:51]([F:54])=[C:50]([Cl:55])[CH:49]=3)[C:12]([OH:14])=[O:13])=[O:9])[C:25]3[C:26](=[CH:27][CH:28]=[CH:29][CH:30]=3)[C:33]=2[CH:38]=[CH:37][CH:36]=1.[C:3]([O:7][C:8]([NH:10][C@@H:11]([CH2:16][C:48]1[CH:53]=[CH:52][C:51]([F:54])=[C:50]([Cl:55])[CH:49]=1)[C:12]([O:14][CH3:15])=[O:13])=[O:9])([CH3:6])([CH3:5])[CH3:4], predict the reactants needed to synthesize it. The reactants are: II.[C:3]([O:7][C:8]([NH:10][C@@H:11]([CH2:16]I)[C:12]([O:14][CH3:15])=[O:13])=[O:9])([CH3:6])([CH3:5])[CH3:4].C1(P(C2CCCCC2)[C:25]2[CH:30]=[CH:29][CH:28]=[C:27](OC)[C:26]=2[C:33]2[CH:38]=[CH:37][CH:36]=[CH:35][C:34]=2OC)CCCCC1.Br[C:48]1[CH:53]=[CH:52][C:51]([F:54])=[C:50]([Cl:55])[CH:49]=1.